From a dataset of Catalyst prediction with 721,799 reactions and 888 catalyst types from USPTO. Predict which catalyst facilitates the given reaction. Reactant: CC1(C)[N:6](C(OC(C)(C)C)=O)[C@:5]([CH3:38])([C:14](=[O:37])[CH2:15][C:16]([C:18]2[CH:23]=[CH:22][C:21]([O:24][CH2:25][CH2:26][CH2:27][CH2:28][CH2:29][CH2:30][CH2:31][CH3:32])=[C:20]([C:33]([F:36])([F:35])[F:34])[CH:19]=2)=O)[CH2:4][O:3]1.Cl.[NH2:41]O.C(O)(C(F)(F)F)=O.C(Cl)Cl. Product: [NH2:6][C@@:5]([C:14]1[O:37][N:41]=[C:16]([C:18]2[CH:23]=[CH:22][C:21]([O:24][CH2:25][CH2:26][CH2:27][CH2:28][CH2:29][CH2:30][CH2:31][CH3:32])=[C:20]([C:33]([F:36])([F:35])[F:34])[CH:19]=2)[CH:15]=1)([CH3:38])[CH2:4][OH:3]. The catalyst class is: 17.